From a dataset of Catalyst prediction with 721,799 reactions and 888 catalyst types from USPTO. Predict which catalyst facilitates the given reaction. (1) Reactant: C1(P(C2C=CC=CC=2)C2C=CC3C(=CC=CC=3)C=2C2C3C(=CC=CC=3)C=CC=2P(C2C=CC=CC=2)C2C=CC=CC=2)C=CC=CC=1.Cl.Cl.[CH3:49][Si:50]([CH3:77])([CH3:76])[CH2:51][CH2:52][O:53][CH2:54][N:55]1[C:59]2[N:60]=[CH:61][N:62]=[C:63]([C:64]3[CH:65]=[N:66][N:67]([C:69]4([CH2:73][C:74]#[N:75])[CH2:72][NH:71][CH2:70]4)[CH:68]=3)[C:58]=2[CH:57]=[CH:56]1.Br[C:79]1[CH:90]=[CH:89][C:82]([C:83]([NH:85][CH:86]([CH3:88])[CH3:87])=[O:84])=[CH:81][C:80]=1[F:91].C(=O)([O-])[O-].[Cs+].[Cs+]. Product: [C:74]([CH2:73][C:69]1([N:67]2[CH:68]=[C:64]([C:63]3[C:58]4[CH:57]=[CH:56][N:55]([CH2:54][O:53][CH2:52][CH2:51][Si:50]([CH3:76])([CH3:49])[CH3:77])[C:59]=4[N:60]=[CH:61][N:62]=3)[CH:65]=[N:66]2)[CH2:70][N:71]([C:79]2[CH:90]=[CH:89][C:82]([C:83]([NH:85][CH:86]([CH3:88])[CH3:87])=[O:84])=[CH:81][C:80]=2[F:91])[CH2:72]1)#[N:75]. The catalyst class is: 164. (2) Reactant: [F:1][C:2]([F:19])([F:18])[C:3]1[CH:8]=[CH:7][C:6]([S:9]([N:12]2[CH2:17][CH2:16][NH:15][CH2:14][CH2:13]2)(=[O:11])=[O:10])=[CH:5][CH:4]=1.C1C=CC2N(O)N=NC=2C=1.O.CN(C(ON1N=NC2C=CC=CC1=2)=[N+](C)C)C.F[P-](F)(F)(F)(F)F.[N:55]1[CH:60]=[CH:59][CH:58]=[C:57]([C:61](O)=[O:62])[CH:56]=1.CCN(C(C)C)C(C)C. Product: [N:55]1[CH:60]=[CH:59][CH:58]=[C:57]([C:61]([N:15]2[CH2:16][CH2:17][N:12]([S:9]([C:6]3[CH:5]=[CH:4][C:3]([C:2]([F:1])([F:18])[F:19])=[CH:8][CH:7]=3)(=[O:10])=[O:11])[CH2:13][CH2:14]2)=[O:62])[CH:56]=1. The catalyst class is: 85. (3) Reactant: [CH2:1]1[C:10]2[C:5](=[CH:6][CH:7]=[CH:8][CH:9]=2)[CH2:4][CH2:3][NH:2]1.C(N(CC)CC)C.Cl[C:19]([O:21][C:22]1[CH:27]=[CH:26][C:25]([N+:28]([O-:30])=[O:29])=[CH:24][CH:23]=1)=[O:20]. Product: [N+:28]([C:25]1[CH:24]=[CH:23][C:22]([O:21][C:19]([N:2]2[C:1]3[C:10](=[CH:9][CH:8]=[CH:7][CH:6]=3)[CH2:5][CH2:4][CH2:3]2)=[O:20])=[CH:27][CH:26]=1)([O-:30])=[O:29]. The catalyst class is: 4. (4) Reactant: C(OC([N:8]1[C:16]2[C:11](=[CH:12][CH:13]=[CH:14][CH:15]=2)[CH:10]=[C:9]1[C:17]1[CH:22]=[CH:21][C:20]([Cl:23])=[C:19]([NH:24][S:25]([CH2:28][C:29]2[CH:34]=[CH:33][CH:32]=[C:31]([Cl:35])[CH:30]=2)(=[O:27])=[O:26])[CH:18]=1)=O)(C)(C)C. Product: [Cl:23][C:20]1[CH:21]=[CH:22][C:17]([C:9]2[NH:8][C:16]3[C:11]([CH:10]=2)=[CH:12][CH:13]=[CH:14][CH:15]=3)=[CH:18][C:19]=1[NH:24][S:25]([CH2:28][C:29]1[CH:34]=[CH:33][CH:32]=[C:31]([Cl:35])[CH:30]=1)(=[O:27])=[O:26]. The catalyst class is: 55. (5) Reactant: [OH:1][C:2]1[CH:3]=[C:4]2[C:8](=[C:9]([N+:11]([O-:13])=[O:12])[CH:10]=1)[NH:7][C:6]([C:14]([O:16][CH2:17][CH3:18])=[O:15])=[CH:5]2.CC1C=CC(S(O[CH2:30][CH2:31][CH2:32][S:33]([CH3:36])(=[O:35])=[O:34])(=O)=O)=CC=1.C(=O)([O-])[O-].[K+].[K+].CN(C)C=O. Product: [CH3:36][S:33]([CH2:32][CH2:31][CH2:30][O:1][C:2]1[CH:3]=[C:4]2[C:8](=[C:9]([N+:11]([O-:13])=[O:12])[CH:10]=1)[NH:7][C:6]([C:14]([O:16][CH2:17][CH3:18])=[O:15])=[CH:5]2)(=[O:35])=[O:34]. The catalyst class is: 6. (6) Reactant: F[C:2]1[CH:7]=[C:6]([CH3:8])[CH:5]=[CH:4][C:3]=1[N+:9]([O-:11])=[O:10].[OH:12][C:13]1[C:14]([O:21][CH3:22])=[C:15]([CH:18]=[CH:19][CH:20]=1)[CH:16]=[O:17].C(=O)([O-])[O-].[Cs+].[Cs+].[OH-].[Na+]. Product: [CH3:22][O:21][C:14]1[C:13]([O:12][C:2]2[CH:7]=[C:6]([CH3:8])[CH:5]=[CH:4][C:3]=2[N+:9]([O-:11])=[O:10])=[CH:20][CH:19]=[CH:18][C:15]=1[CH:16]=[O:17]. The catalyst class is: 3. (7) Reactant: [Br:1][C:2]1[CH:7]=[CH:6][C:5]([C:8]2[CH:13]=[CH:12][CH:11]=[CH:10][C:9]=2[N+:14]([O-])=O)=[CH:4][CH:3]=1.P(OCC)(OCC)OCC.Cl.[OH-].[Na+]. Product: [Br:1][C:2]1[CH:7]=[CH:6][C:5]2[C:8]3[C:9](=[CH:10][CH:11]=[CH:12][CH:13]=3)[NH:14][C:4]=2[CH:3]=1. The catalyst class is: 6. (8) Reactant: [C:1]1([C:14]2[CH:19]=[CH:18][CH:17]=[CH:16][CH:15]=2)[CH:6]=[CH:5][C:4]([C@H:7]2[C@H:12]([NH2:13])[CH2:11][CH2:10][O:9][CH2:8]2)=[CH:3][CH:2]=1.C1CCN2C(=NCCC2)CC1.[CH:31]([S:34](Cl)(=[O:36])=[O:35])([CH3:33])[CH3:32]. Product: [C:1]1([C:14]2[CH:15]=[CH:16][CH:17]=[CH:18][CH:19]=2)[CH:2]=[CH:3][C:4]([C@H:7]2[C@H:12]([NH:13][S:34]([CH:31]([CH3:33])[CH3:32])(=[O:36])=[O:35])[CH2:11][CH2:10][O:9][CH2:8]2)=[CH:5][CH:6]=1. The catalyst class is: 2.